Dataset: Reaction yield outcomes from USPTO patents with 853,638 reactions. Task: Predict the reaction yield, written as a fraction of the theoretical maximum amount of product (1.0 means a 100% yield; for example, 0.34 means a 34% yield). The reactants are [O:1]=[C:2]1[C:10](=[O:11])[C:9]2[C:4](=[CH:5][CH:6]=[C:7]([S:12](Cl)(=[O:14])=[O:13])[CH:8]=2)[NH:3]1.C1COCC1.[NH:21]1[CH2:25][CH2:24][CH2:23][CH2:22]1.C(N(CC)C(C)C)(C)C. The catalyst is C(Cl)(Cl)Cl. The product is [N:21]1([S:12]([C:7]2[CH:8]=[C:9]3[C:4](=[CH:5][CH:6]=2)[NH:3][C:2](=[O:1])[C:10]3=[O:11])(=[O:14])=[O:13])[CH2:25][CH2:24][CH2:23][CH2:22]1. The yield is 0.390.